Dataset: Full USPTO retrosynthesis dataset with 1.9M reactions from patents (1976-2016). Task: Predict the reactants needed to synthesize the given product. (1) Given the product [F:24][C:2]([F:1])([F:23])[CH:3]([C:14]1[CH:15]=[C:16]([Cl:22])[C:17]([Cl:21])=[C:18]([Cl:20])[CH:19]=1)/[CH:4]=[CH:5]/[C:6]1[CH:11]=[CH:10][C:9]([NH:12][NH:13][C:60]([CH:57]2[CH2:59][CH2:58]2)=[O:61])=[CH:8][CH:7]=1, predict the reactants needed to synthesize it. The reactants are: [F:1][C:2]([F:24])([F:23])[CH:3]([C:14]1[CH:19]=[C:18]([Cl:20])[C:17]([Cl:21])=[C:16]([Cl:22])[CH:15]=1)/[CH:4]=[CH:5]/[C:6]1[CH:11]=[CH:10][C:9]([NH:12][NH2:13])=[CH:8][CH:7]=1.CCN(C(C)C)C(C)C.C1C=CC2N(O)N=NC=2C=1.O.CCN=C=NCCCN(C)C.Cl.[CH:57]1([C:60](Cl)=[O:61])[CH2:59][CH2:58]1. (2) Given the product [CH3:22][C:23]1[CH:24]=[C:25]([CH3:26])[N:1]([C:3]2[N:11]=[C:10]3[C:6]([N:7]=[CH:8][N:9]3[CH3:12])=[C:5]([NH:13][CH2:14][CH2:15][C:16]3[CH:21]=[CH:20][CH:19]=[CH:18][CH:17]=3)[N:4]=2)[N:2]=1, predict the reactants needed to synthesize it. The reactants are: [NH:1]([C:3]1[N:11]=[C:10]2[C:6]([N:7]=[CH:8][N:9]2[CH3:12])=[C:5]([NH:13][CH2:14][CH2:15][C:16]2[CH:21]=[CH:20][CH:19]=[CH:18][CH:17]=2)[N:4]=1)[NH2:2].[CH3:22][C:23](=O)[CH2:24][C:25](=O)[CH3:26]. (3) Given the product [N:5]1([CH:10]([C:14]2[CH:15]=[CH:16][C:17]([NH:20][C:3]([NH2:4])=[O:1])=[CH:18][CH:19]=2)[CH:11]([CH3:13])[CH3:12])[CH:9]=[CH:8][N:7]=[CH:6]1, predict the reactants needed to synthesize it. The reactants are: [O:1]([C:3]#[N:4])[K].[N:5]1([CH:10]([C:14]2[CH:19]=[CH:18][C:17]([NH2:20])=[CH:16][CH:15]=2)[CH:11]([CH3:13])[CH3:12])[CH:9]=[CH:8][N:7]=[CH:6]1.[OH-].[Na+]. (4) Given the product [C:1]([C:3]1[CH:8]=[CH:7][N:6]=[C:5]([C:12]([OH:13])=[O:11])[CH:4]=1)#[N:2], predict the reactants needed to synthesize it. The reactants are: [C:1]([C:3]1[CH:8]=[CH:7][N:6]=[CH:5][CH:4]=1)#[N:2].C([O:11][C:12](=O)[O:13]CC)C.C([Li])(C)(C)C. (5) Given the product [C:18]([O:16][CH2:15][C:12]1[NH:13][CH:14]=[C:9]([O:8][CH2:1][C:2]2[CH:3]=[CH:4][CH:5]=[CH:6][CH:7]=2)[C:10](=[O:17])[CH:11]=1)(=[O:20])[CH3:19], predict the reactants needed to synthesize it. The reactants are: [CH2:1]([O:8][C:9]1[C:10](=[O:17])[CH:11]=[C:12]([CH2:15][OH:16])[NH:13][CH:14]=1)[C:2]1[CH:7]=[CH:6][CH:5]=[CH:4][CH:3]=1.[C:18](Cl)(=[O:20])[CH3:19]. (6) Given the product [CH2:36]([O:35][P:34]([C:31]1[CH:32]=[CH:33][C:28]([NH:27][C:2]2[CH:7]=[C:6]([O:8][C:9]3[C:18]4[C:13](=[CH:14][CH:15]=[CH:16][CH:17]=4)[C:12]([NH:19][C:20](=[O:26])[O:21][C:22]([CH3:24])([CH3:23])[CH3:25])=[CH:11][CH:10]=3)[CH:5]=[CH:4][N:3]=2)=[CH:29][C:30]=1[O:40][CH3:41])([CH3:39])=[O:38])[CH3:37], predict the reactants needed to synthesize it. The reactants are: Cl[C:2]1[CH:7]=[C:6]([O:8][C:9]2[C:18]3[C:13](=[CH:14][CH:15]=[CH:16][CH:17]=3)[C:12]([NH:19][C:20](=[O:26])[O:21][C:22]([CH3:25])([CH3:24])[CH3:23])=[CH:11][CH:10]=2)[CH:5]=[CH:4][N:3]=1.[NH2:27][C:28]1[CH:33]=[CH:32][C:31]([P:34]([CH3:39])(=[O:38])[O:35][CH2:36][CH3:37])=[C:30]([O:40][CH3:41])[CH:29]=1.C(=O)([O-])[O-].[K+].[K+].CC(C1C=C(C(C)C)C(C2C(P(C3CCCCC3)C3CCCCC3)=C(OC)C=CC=2OC)=C(C(C)C)C=1)C.N#N. (7) Given the product [CH3:24][C:23]([C:11]1[CH:12]=[C:13]([C:16]([O:18][CH3:19])=[O:17])[CH:14]=[CH:15][C:10]=1[C:3]1[CH:4]=[C:5]([O:8][CH3:9])[CH:6]=[CH:7][C:2]=1[F:1])=[C:22]([CH3:28])[CH3:21], predict the reactants needed to synthesize it. The reactants are: [F:1][C:2]1[CH:7]=[CH:6][C:5]([O:8][CH3:9])=[CH:4][C:3]=1[C:10]1[CH:15]=[CH:14][C:13]([C:16]([O:18][CH3:19])=[O:17])=[CH:12][C:11]=1I.[CH3:21][C:22]([CH3:28])=[C:23](B(O)O)[CH3:24].C(=O)([O-])[O-].[K+].[K+]. (8) Given the product [CH2:18]([C:14]([OH:17])([CH2:15][CH3:16])/[CH:13]=[CH:12]/[C:9]1[CH:10]=[CH:11][C:6]([C:3]([CH2:4][CH3:5])([C:21]2[CH:26]=[CH:25][C:24]([O:27][CH2:37][C:38]3[CH:43]=[CH:42][N:41]=[CH:40][CH:39]=3)=[C:23]([CH3:28])[CH:22]=2)[CH2:1][CH3:2])=[CH:7][C:8]=1[CH3:20])[CH3:19], predict the reactants needed to synthesize it. The reactants are: [CH2:1]([C:3]([C:21]1[CH:26]=[CH:25][C:24]([OH:27])=[C:23]([CH3:28])[CH:22]=1)([C:6]1[CH:11]=[CH:10][C:9](/[CH:12]=[CH:13]/[C:14]([CH2:18][CH3:19])([OH:17])[CH2:15][CH3:16])=[C:8]([CH3:20])[CH:7]=1)[CH2:4][CH3:5])[CH3:2].C([O-])([O-])=O.[K+].[K+].Cl.Cl[CH2:37][C:38]1[CH:43]=[CH:42][N:41]=[CH:40][CH:39]=1.C(OCC)(=O)C.